This data is from Forward reaction prediction with 1.9M reactions from USPTO patents (1976-2016). The task is: Predict the product of the given reaction. (1) Given the reactants [Cl:1][C:2]1[CH:7]=[C:6]([Cl:8])[CH:5]=[CH:4][C:3]=1[S:9]([NH:12][CH2:13][CH2:14][CH2:15][CH2:16][NH:17][CH2:18][C@@H:19]([NH:24][C:25]([NH:27][C:28]1[CH:33]=[CH:32][CH:31]=[CH:30][CH:29]=1)=[O:26])[CH2:20][CH:21]([CH3:23])[CH3:22])(=[O:11])=[O:10].[CH:34]1([N:40]=[C:41]=[O:42])[CH2:39][CH2:38][CH2:37][CH2:36][CH2:35]1, predict the reaction product. The product is: [Cl:1][C:2]1[CH:7]=[C:6]([Cl:8])[CH:5]=[CH:4][C:3]=1[S:9]([NH:12][CH2:13][CH2:14][CH2:15][CH2:16][N:17]([C:41]([NH:40][CH:34]1[CH2:39][CH2:38][CH2:37][CH2:36][CH2:35]1)=[O:42])[CH2:18][C@@H:19]([NH:24][C:25]([NH:27][C:28]1[CH:33]=[CH:32][CH:31]=[CH:30][CH:29]=1)=[O:26])[CH2:20][CH:21]([CH3:23])[CH3:22])(=[O:11])=[O:10]. (2) Given the reactants [O:1]=[C:2]1[C:11]2[C:6](=[C:7]([C:12]([OH:14])=[O:13])[CH:8]=[CH:9][CH:10]=2)[N:5]=[CH:4][NH:3]1.S(=O)(=O)(O)O.[OH-].[Na+].[CH3:22]O, predict the reaction product. The product is: [O:1]=[C:2]1[C:11]2[C:6](=[C:7]([C:12]([O:14][CH3:22])=[O:13])[CH:8]=[CH:9][CH:10]=2)[N:5]=[CH:4][NH:3]1. (3) The product is: [C:29]([O:32][C:33](=[O:34])[NH:4][C:2]([C:5]1[CH:6]=[CH:7][C:8]([CH2:9][NH:10][C:11](=[O:25])[CH:12]([C:15]2[C:20]([F:21])=[CH:19][C:18]([O:22][CH3:23])=[CH:17][C:16]=2[F:24])[O:13][CH3:14])=[CH:26][CH:27]=1)=[NH:3])([CH3:31])([CH3:30])[CH3:28]. Given the reactants Cl.[C:2]([C:5]1[CH:27]=[CH:26][C:8]([CH2:9][NH:10][C:11](=[O:25])[CH:12]([C:15]2[C:20]([F:21])=[CH:19][C:18]([O:22][CH3:23])=[CH:17][C:16]=2[F:24])[O:13][CH3:14])=[CH:7][CH:6]=1)(=[NH:4])[NH2:3].[CH3:28][C:29]([O:32][C:33](O[C:33]([O:32][C:29]([CH3:31])([CH3:30])[CH3:28])=[O:34])=[O:34])([CH3:31])[CH3:30], predict the reaction product. (4) Given the reactants [F:1][C:2]1[CH:10]=[C:9]([F:11])[CH:8]=[CH:7][C:3]=1[C:4]([OH:6])=[O:5].[I:12]N1C(=O)CCC1=O.S([O-])([O-])(=O)=S.[Na+].[Na+], predict the reaction product. The product is: [F:1][C:2]1[CH:10]=[C:9]([F:11])[C:8]([I:12])=[CH:7][C:3]=1[C:4]([OH:6])=[O:5].